Dataset: Catalyst prediction with 721,799 reactions and 888 catalyst types from USPTO. Task: Predict which catalyst facilitates the given reaction. (1) Reactant: [CH2:1]([NH:5][CH2:6][C:7]1[S:8][C:9]([C:12]2[CH:17]=[CH:16][CH:15]=[C:14]([S:18]([CH3:21])(=[O:20])=[O:19])[CH:13]=2)=[CH:10][CH:11]=1)[CH:2]([CH3:4])[CH3:3].[Cl:22][C:23]1[CH:28]=[CH:27][CH:26]=[C:25]([Cl:29])[C:24]=1[S:30](Cl)(=[O:32])=[O:31].C(N(CC)C(C)C)(C)C. Product: [Cl:22][C:23]1[CH:28]=[CH:27][CH:26]=[C:25]([Cl:29])[C:24]=1[S:30]([N:5]([CH2:1][CH:2]([CH3:4])[CH3:3])[CH2:6][C:7]1[S:8][C:9]([C:12]2[CH:17]=[CH:16][CH:15]=[C:14]([S:18]([CH3:21])(=[O:20])=[O:19])[CH:13]=2)=[CH:10][CH:11]=1)(=[O:32])=[O:31]. The catalyst class is: 4. (2) The catalyst class is: 271. Product: [CH2:46]([O:45][C:41]([C:42]1[N:40]([C:16]2[CH:15]=[C:14]([N:11]3[CH2:10][CH2:9][NH:8][CH2:13][CH2:12]3)[N:19]=[C:18]([C:20]3[CH:25]=[CH:24][N:23]=[C:22]([NH:26][CH:27]4[CH2:28][CH2:29][CH2:30][CH2:31][CH2:32]4)[CH:21]=3)[CH:17]=2)[CH:68]=[N:66][CH:65]=1)=[O:44])[CH3:47]. Reactant: C(OC([N:8]1[CH2:13][CH2:12][N:11]([C:14]2[N:19]=[C:18]([C:20]3[CH:25]=[CH:24][N:23]=[C:22]([N:26](C(OC(C)(C)C)=O)[CH:27]4[CH2:32][CH2:31][CH2:30][CH2:29][CH2:28]4)[CH:21]=3)[CH:17]=[C:16]([NH2:40])[CH:15]=2)[CH2:10][CH2:9]1)=O)(C)(C)C.[C:41]([O:45][CH2:46][CH3:47])(=[O:44])[CH:42]=O.C1(C)C=CC=CC=1.C1(C)C=CC(S(C[C:65]#[N:66])(=O)=O)=CC=1.[C:68]([O-])([O-])=O.[K+].[K+]. (3) Reactant: [F:1][C:2]1[CH:28]=[CH:27][C:5]([CH2:6][N:7]2[C:15]3[C:10](=[CH:11][C:12]([S:16]([CH3:19])(=[O:18])=[O:17])=[CH:13][CH:14]=3)[CH:9]=[C:8]2[C:20]([C:22]2[S:23][CH:24]=[CH:25][N:26]=2)=O)=[CH:4][CH:3]=1.[OH-].[K+].C(O)CO.NN. Product: [F:1][C:2]1[CH:3]=[CH:4][C:5]([CH2:6][N:7]2[C:15]3[C:10](=[CH:11][C:12]([S:16]([CH3:19])(=[O:18])=[O:17])=[CH:13][CH:14]=3)[CH:9]=[C:8]2[CH2:20][C:22]2[S:23][CH:24]=[CH:25][N:26]=2)=[CH:27][CH:28]=1. The catalyst class is: 6. (4) Reactant: [CH3:1][N:2]1[CH:6]=[C:5]([N:7]2[CH:12]=[CH:11][C:10](=[O:13])[C:9]([CH2:14][C:15]3[CH:20]=[CH:19][CH:18]=[C:17]([C:21]4[N:26]=[CH:25][C:24]([C:27]([CH3:29])=[CH2:28])=[CH:23][N:22]=4)[CH:16]=3)=[N:8]2)[CH:4]=[N:3]1. Product: [CH3:1][N:2]1[CH:6]=[C:5]([N:7]2[CH:12]=[CH:11][C:10](=[O:13])[C:9]([CH2:14][C:15]3[CH:20]=[CH:19][CH:18]=[C:17]([C:21]4[N:26]=[CH:25][C:24]([CH:27]([CH3:29])[CH3:28])=[CH:23][N:22]=4)[CH:16]=3)=[N:8]2)[CH:4]=[N:3]1. The catalyst class is: 582.